Dataset: Reaction yield outcomes from USPTO patents with 853,638 reactions. Task: Predict the reaction yield, written as a fraction of the theoretical maximum amount of product (1.0 means a 100% yield; for example, 0.34 means a 34% yield). (1) The reactants are C(Cl)(Cl)Cl.[Cl:5][C:6]1[CH:7]=[C:8]([C:13]2(Cl)[CH:17]([OH:18])[C:16]([C:19]([CH3:21])=[O:20])=[C:15](Cl)[S:14]2)[CH:9]=[CH:10][C:11]=1[Cl:12].S(Cl)(Cl)(=O)=O.O. The catalyst is CC(O)C. The product is [Cl:5][C:6]1[CH:7]=[C:8]([C:13]2[S:14][CH:15]=[C:16]([C:19]([CH3:21])=[O:20])[C:17]=2[OH:18])[CH:9]=[CH:10][C:11]=1[Cl:12]. The yield is 0.510. (2) The reactants are [NH2:1][C:2]1[CH:3]=[N:4][CH:5]=[CH:6][C:7]=1[O:8][C:9]1[CH:14]=[CH:13][C:12]([NH:15][C:16]([C:18]2[C:19](=[O:31])[N:20]([C:24]3[CH:29]=[CH:28][C:27]([F:30])=[CH:26][CH:25]=3)[CH:21]=[CH:22][CH:23]=2)=[O:17])=[CH:11][C:10]=1[F:32].C(OC([N:40]1[CH2:44][CH2:43][CH:42]([CH:45]=O)[CH2:41]1)=O)(C)(C)C.C(O)(=O)C.C(O[BH-](OC(=O)C)OC(=O)C)(=O)C.[Na+].[ClH:65]. The catalyst is ClCCCl.O1CCOCC1.CO.CCOC(C)=O. The product is [ClH:65].[F:32][C:10]1[CH:11]=[C:12]([NH:15][C:16]([C:18]2[C:19](=[O:31])[N:20]([C:24]3[CH:25]=[CH:26][C:27]([F:30])=[CH:28][CH:29]=3)[CH:21]=[CH:22][CH:23]=2)=[O:17])[CH:13]=[CH:14][C:9]=1[O:8][C:7]1[CH:6]=[CH:5][N:4]=[CH:3][C:2]=1[NH:1][CH2:45][CH:42]1[CH2:43][CH2:44][NH:40][CH2:41]1. The yield is 0.600. (3) The reactants are [CH3:1][C:2]1([CH3:20])[C@H:5]([NH:6][C:7]2[C:12]([C:13]([F:16])([F:15])[F:14])=[CH:11][N:10]=[C:9](SC)[N:8]=2)[CH2:4][C@@H:3]1[OH:19].ClC1C=C(C=CC=1)C(OO)=O.C(=O)([O-])[O-].[K+].[K+].CC1(C)[C@H](NC2C(C(F)(F)F)=CN=C(S(C)(=O)=O)N=2)C[C@@H]1O.CCN(C(C)C)C(C)C.Cl.Cl.[CH:71]([C:74]1[C:79]([CH2:80][NH2:81])=[CH:78][N:77]=[CH:76][N:75]=1)([CH3:73])[CH3:72]. The catalyst is C1COCC1.C(OCC)(=O)C.O1CCOCC1. The product is [CH:71]([C:74]1[C:79]([CH2:80][NH:81][C:9]2[N:8]=[C:7]([NH:6][C@@H:5]3[CH2:4][C@H:3]([OH:19])[C:2]3([CH3:20])[CH3:1])[C:12]([C:13]([F:16])([F:15])[F:14])=[CH:11][N:10]=2)=[CH:78][N:77]=[CH:76][N:75]=1)([CH3:73])[CH3:72]. The yield is 0.390. (4) The reactants are Br[CH2:2][C:3]1[C:8]([N+:9]([O-:11])=[O:10])=[CH:7][CH:6]=[CH:5][N:4]=1.[Cl:12][C:13]1[CH:18]=[CH:17][C:16]([OH:19])=[CH:15][CH:14]=1. No catalyst specified. The product is [Cl:12][C:13]1[CH:18]=[CH:17][C:16]([O:19][CH2:2][C:3]2[C:8]([N+:9]([O-:11])=[O:10])=[CH:7][CH:6]=[CH:5][N:4]=2)=[CH:15][CH:14]=1. The yield is 0.900. (5) The reactants are [NH:1]1[C:5]2=[N:6][CH:7]=[CH:8][CH:9]=[C:4]2[C:3](/[CH:10]=[C:11]2\[O:12][C:13]3[C:20]([CH2:21][N:22]4[CH2:27][CH2:26][N:25](C(OC(C)(C)C)=O)[CH2:24][CH2:23]4)=[CH:19][CH:18]=[CH:17][C:14]=3[C:15]\2=[O:16])=[N:2]1.Cl. The catalyst is C(Cl)Cl.O1CCOCC1. The product is [NH:1]1[C:5]2=[N:6][CH:7]=[CH:8][CH:9]=[C:4]2[C:3](/[CH:10]=[C:11]2\[O:12][C:13]3[C:20]([CH2:21][N:22]4[CH2:27][CH2:26][NH:25][CH2:24][CH2:23]4)=[CH:19][CH:18]=[CH:17][C:14]=3[C:15]\2=[O:16])=[N:2]1. The yield is 0.580. (6) The reactants are [NH2:1][C:2]1[C:7]([F:8])=[CH:6][N:5]([CH2:9][CH:10]2[CH2:12][CH2:11]2)[C:4](=[O:13])[N:3]=1.[Cl:14][C:15]1[CH:20]=[CH:19][CH:18]=[CH:17][C:16]=1[N:21]=[C:22]=[O:23]. The catalyst is CC#N. The product is [Cl:14][C:15]1[CH:20]=[CH:19][CH:18]=[CH:17][C:16]=1[NH:21][C:22]([NH:1][C:2]1[C:7]([F:8])=[CH:6][N:5]([CH2:9][CH:10]2[CH2:12][CH2:11]2)[C:4](=[O:13])[N:3]=1)=[O:23]. The yield is 0.580.